Dataset: Full USPTO retrosynthesis dataset with 1.9M reactions from patents (1976-2016). Task: Predict the reactants needed to synthesize the given product. (1) Given the product [CH:1]1([O:5][C:6]([NH:8][C@H:9]2[CH2:14][CH2:13][CH2:12][CH2:11][C@@H:10]2[N:15]2[C:19]([C:20]3[CH:21]=[CH:22][CH:23]=[CH:24][CH:25]=3)=[C:18]([C:26]([OH:28])=[O:27])[N:17]=[CH:16]2)=[O:7])[CH2:2][CH2:3][CH2:4]1, predict the reactants needed to synthesize it. The reactants are: [CH:1]1([O:5][C:6]([NH:8][C@H:9]2[CH2:14][CH2:13][CH2:12][CH2:11][C@@H:10]2[N:15]2[C:19]([C:20]3[CH:25]=[CH:24][CH:23]=[CH:22][CH:21]=3)=[C:18]([C:26]([O:28]CC)=[O:27])[N:17]=[CH:16]2)=[O:7])[CH2:4][CH2:3][CH2:2]1.[OH-].[Na+].Cl. (2) Given the product [F:7][C:8]1[CH:9]=[C:10]([NH2:11])[CH:12]=[CH:13][C:14]=1[O:15][C:16]1[CH:21]=[CH:20][N:19]=[C:18]2[CH:22]=[C:23]([C:26]3[CH:31]=[CH:30][CH:29]=[CH:28][CH:27]=3)[S:24][C:17]=12, predict the reactants needed to synthesize it. The reactants are: C(=O)([O-])[O-].[Cs+].[Cs+].[F:7][C:8]1[CH:9]=[C:10]([CH:12]=[CH:13][C:14]=1[O:15][C:16]1[CH:21]=[CH:20][N:19]=[C:18]2[CH:22]=[C:23](I)[S:24][C:17]=12)[NH2:11].[C:26]1(B(O)O)[CH:31]=[CH:30][CH:29]=[CH:28][CH:27]=1.C1(C)C=CC=CC=1.